From a dataset of Microsomal clearance measurements from AstraZeneca. Regression/Classification. Given a drug SMILES string, predict its absorption, distribution, metabolism, or excretion properties. Task type varies by dataset: regression for continuous measurements (e.g., permeability, clearance, half-life) or binary classification for categorical outcomes (e.g., BBB penetration, CYP inhibition). For this dataset (clearance_microsome_az), we predict log10(clearance) (log10 of the in vitro intrinsic clearance, CLint, in uL/min per mg of human liver microsomal protein, equivalently mL/min/g; values are censored to the assay range of 3 to 150, which is 0.477 to 2.18 on this log10 scale). (1) The compound is Cn1c(=O)c(-c2c(Cl)cccc2Cl)cc2cnc(Nc3ccc(F)cc3)nc21. The log10(clearance) is 2.12. (2) The molecule is CCN(C(C)=O)c1cccc2c1c(Sc1ccc(Cl)cc1)c(C)n2CC(=O)O. The log10(clearance) is 1.51. (3) The compound is O=c1[nH]c2c(O)ccc([C@@H](O)CNCCSCCCNCCc3ccccc3)c2s1. The log10(clearance) is 0.700. (4) The drug is COc1cc(NC(C)CCCN)c2ncccc2c1. The log10(clearance) is 0.480.